Dataset: Full USPTO retrosynthesis dataset with 1.9M reactions from patents (1976-2016). Task: Predict the reactants needed to synthesize the given product. (1) Given the product [NH2:1][C:4]1[CH:5]=[CH:6][C:7]([CH2:8][N:9]2[C:13]([C:14]([NH2:16])=[O:15])=[C:12]([OH:17])[N:11]=[CH:10]2)=[CH:18][CH:19]=1, predict the reactants needed to synthesize it. The reactants are: [N+:1]([C:4]1[CH:19]=[CH:18][C:7]([CH2:8][N:9]2[C:13]([C:14]([NH2:16])=[O:15])=[C:12]([OH:17])[N:11]=[CH:10]2)=[CH:6][CH:5]=1)([O-])=O. (2) Given the product [CH2:1]([O:3][C:4]([C:6]1[N:11]=[C:10]([CH2:23][CH3:24])[C:9]2[N:13]=[C:14]([C:16]3[CH:21]=[CH:20][CH:19]=[CH:18][CH:17]=3)[S:15][C:8]=2[C:7]=1[OH:22])=[O:5])[CH3:2], predict the reactants needed to synthesize it. The reactants are: [CH2:1]([O:3][C:4]([C:6]1[N:11]=[C:10](Br)[C:9]2[N:13]=[C:14]([C:16]3[CH:21]=[CH:20][CH:19]=[CH:18][CH:17]=3)[S:15][C:8]=2[C:7]=1[OH:22])=[O:5])[CH3:2].[CH2:23]([Sn](CC)(CC)CC)[CH3:24].